Dataset: Peptide-MHC class I binding affinity with 185,985 pairs from IEDB/IMGT. Task: Regression. Given a peptide amino acid sequence and an MHC pseudo amino acid sequence, predict their binding affinity value. This is MHC class I binding data. The binding affinity (normalized) is 0.0311. The MHC is HLA-A24:02 with pseudo-sequence HLA-A24:02. The peptide sequence is ITLWQRPIV.